Task: Predict the product of the given reaction.. Dataset: Forward reaction prediction with 1.9M reactions from USPTO patents (1976-2016) (1) Given the reactants O.OC1O[C@H](CO)[C@@H](O[C@@H]2O[C@H](CO)[C@H](O)[C@H](O)[C@H]2O)[C@H](O)[C@H]1O.[CH3:25][N:26]([C:44]1[CH:45]=[CH:46][CH:47]=[CH:48][N:49]=1)[CH2:27][CH2:28][O:29][C:30]1[CH:31]=[CH:32][C:33]([CH2:36][CH:37]2[S:43][C:41](=[O:42])[NH:40][C:38]2=[O:39])=[CH:34][CH:35]=1.C(/C(O)=O)=C/C(O)=O.OC1O[C@H](CO)[C@@H](O[C@@H]2O[C@H](CO)[C@H](O)[C@H](O)[C@H]2O)[C@H](O)[C@H]1O, predict the reaction product. The product is: [CH3:25][N:26]([C:44]1[CH:45]=[CH:46][CH:47]=[CH:48][N:49]=1)[CH2:27][CH2:28][O:29][C:30]1[CH:35]=[CH:34][C:33]([CH2:36][CH:37]2[S:43][C:41](=[O:42])[NH:40][C:38]2=[O:39])=[CH:32][CH:31]=1. (2) Given the reactants [F:1][C:2]([F:30])([F:29])[C:3]1[CH:4]=[C:5]2[C:10](=[CH:11][CH:12]=1)[N:9]=[CH:8][N:7]=[C:6]2[NH:13][CH2:14][C:15]([NH:17][CH:18]1[CH2:21][N:20](C(OC(C)(C)C)=O)[CH2:19]1)=[O:16].[C:31]([OH:37])([C:33]([F:36])([F:35])[F:34])=[O:32], predict the reaction product. The product is: [F:34][C:33]([F:36])([F:35])[C:31]([OH:37])=[O:32].[NH:20]1[CH2:19][CH:18]([NH:17][C:15](=[O:16])[CH2:14][NH:13][C:6]2[C:5]3[C:10](=[CH:11][CH:12]=[C:3]([C:2]([F:1])([F:30])[F:29])[CH:4]=3)[N:9]=[CH:8][N:7]=2)[CH2:21]1. (3) Given the reactants [C-:1]#[N:2].[Na+].[Cl-].[NH4+:5].[F:6][C:7]([F:13])([F:12])[CH2:8][CH2:9][CH2:10]O, predict the reaction product. The product is: [NH2:5][CH:10]([CH2:9][CH2:8][C:7]([F:13])([F:12])[F:6])[C:1]#[N:2].